From a dataset of Reaction yield outcomes from USPTO patents with 853,638 reactions. Predict the reaction yield, written as a fraction of the theoretical maximum amount of product (1.0 means a 100% yield; for example, 0.34 means a 34% yield). (1) The reactants are [CH2:1]([C:3]1[CH:4]=[C:5]([C:11]2[CH:12]=[C:13]3[C:17](=[CH:18][CH:19]=2)[C:16](=[O:20])[CH:15]([CH2:21][C:22](O)=[O:23])[CH2:14]3)[CH:6]=[CH:7][C:8]=1[O:9][CH3:10])[CH3:2].CCN=C=[N:29][CH2:30][CH2:31][CH2:32][N:33]([CH3:35])C.[CH3:36][CH2:37]N(CC)CC.NCC1C=CC=CN=1. The catalyst is C(Cl)Cl.CN(C1C=CN=CC=1)C. The product is [CH2:1]([C:3]1[CH:4]=[C:5]([C:11]2[CH:12]=[C:13]3[C:17](=[CH:18][CH:19]=2)[C:16](=[O:20])[CH:15]([CH2:21][C:22]([NH:29][CH2:30][C:31]2[CH:32]=[N:33][CH:35]=[CH:36][CH:37]=2)=[O:23])[CH2:14]3)[CH:6]=[CH:7][C:8]=1[O:9][CH3:10])[CH3:2]. The yield is 0.230. (2) The reactants are [Br:1][C:2]1[CH:7]=[CH:6][CH:5]=[CH:4][C:3]=1[S:8](Cl)(=[O:10])=[O:9].[C:12]([NH:15][CH:16]1[CH2:21][CH2:20][NH:19][CH2:18][CH2:17]1)(=[O:14])[CH3:13].C(N(C(C)C)CC)(C)C. The catalyst is C(Cl)Cl. The product is [Br:1][C:2]1[CH:7]=[CH:6][CH:5]=[CH:4][C:3]=1[S:8]([N:19]1[CH2:20][CH2:21][CH:16]([NH:15][C:12](=[O:14])[CH3:13])[CH2:17][CH2:18]1)(=[O:10])=[O:9]. The yield is 0.950. (3) The reactants are F[C:2]1[CH:18]=[C:17]([F:19])[CH:16]=[CH:15][C:3]=1[C:4]([CH:6]1[CH2:11][CH2:10][N:9]([C:12](=[O:14])[CH3:13])[CH2:8][CH2:7]1)=O.[C:20]([O:24][CH3:25])(=[O:23])[CH2:21][SH:22].[H-].[Na+]. The catalyst is C1COCC1. The product is [CH3:25][O:24][C:20]([C:21]1[S:22][C:2]2[CH:18]=[C:17]([F:19])[CH:16]=[CH:15][C:3]=2[C:4]=1[CH:6]1[CH2:11][CH2:10][N:9]([C:12](=[O:14])[CH3:13])[CH2:8][CH2:7]1)=[O:23]. The yield is 0.650. (4) The reactants are F[C:2]1[N:7]=[C:6]([F:8])[C:5]([F:9])=[C:4]([F:10])[C:3]=1[F:11].[CH2:12]([O:19][C:20]([C:22]1[CH:28]=[CH:27][C:25]([O-:26])=[CH:24][CH:23]=1)=[O:21])[C:13]1[CH:18]=[CH:17][CH:16]=[CH:15][CH:14]=1.[K+].[K]. The catalyst is CN(C)C=O.CCCCCC. The product is [CH2:12]([O:19][C:20]([C:22]1[CH:23]=[CH:24][C:25]([O:26][C:2]2[C:3]([F:11])=[C:4]([F:10])[C:5]([F:9])=[C:6]([F:8])[N:7]=2)=[CH:27][CH:28]=1)=[O:21])[C:13]1[CH:14]=[CH:15][CH:16]=[CH:17][CH:18]=1. The yield is 0.910.